This data is from Reaction yield outcomes from USPTO patents with 853,638 reactions. The task is: Predict the reaction yield, written as a fraction of the theoretical maximum amount of product (1.0 means a 100% yield; for example, 0.34 means a 34% yield). (1) The reactants are S([O-])([O-])(=O)=O.[Na+].[Na+].Cl[C:9](Cl)(Cl)[CH:10]([OH:12])O.[C:15]([C:19]1[CH:24]=[C:23]([C:25]([CH3:28])([CH3:27])[CH3:26])[CH:22]=[CH:21][C:20]=1[NH2:29])([CH3:18])([CH3:17])[CH3:16].Cl.[NH2:31][OH:32]. The catalyst is O.Cl. The product is [C:15]([C:19]1[CH:24]=[C:23]([C:25]([CH3:28])([CH3:27])[CH3:26])[CH:22]=[CH:21][C:20]=1[NH:29][C:10](=[O:12])/[CH:9]=[N:31]/[OH:32])([CH3:18])([CH3:17])[CH3:16]. The yield is 0.250. (2) The reactants are [N+:1]([C:4]1[CH:5]=[C:6](B(O)O)[CH:7]=[CH:8][CH:9]=1)([O-:3])=[O:2].C(=O)([O-])[O-].[Na+].[Na+].C(COC)OC.[Cl:25][C:26]1[N:31]=[C:30](Cl)[CH:29]=[CH:28][N:27]=1. The catalyst is C1C=CC(/C=C/C(/C=C/C2C=CC=CC=2)=O)=CC=1.C1C=CC(/C=C/C(/C=C/C2C=CC=CC=2)=O)=CC=1.C1C=CC(/C=C/C(/C=C/C2C=CC=CC=2)=O)=CC=1.[Pd].[Pd].C(OCC)(=O)C. The product is [Cl:25][C:26]1[N:31]=[C:30]([C:6]2[CH:7]=[CH:8][CH:9]=[C:4]([N+:1]([O-:3])=[O:2])[CH:5]=2)[CH:29]=[CH:28][N:27]=1. The yield is 0.390. (3) The product is [Cl:31][C:16]1[CH:17]=[C:18]([C:21]2[CH:26]=[CH:25][CH:24]=[CH:23][C:22]=2[S:27]([CH3:30])(=[O:28])=[O:29])[CH:19]=[CH:20][C:15]=1[NH:14][C:13]([CH:9]1[CH2:10][CH2:11][CH2:12][NH:8]1)=[O:32]. The catalyst is C(Cl)Cl.C(Cl)(Cl)Cl. The reactants are C(OC([N:8]1[CH2:12][CH2:11][CH2:10][CH:9]1[C:13](=[O:32])[NH:14][C:15]1[CH:20]=[CH:19][C:18]([C:21]2[CH:26]=[CH:25][CH:24]=[CH:23][C:22]=2[S:27]([CH3:30])(=[O:29])=[O:28])=[CH:17][C:16]=1[Cl:31])=O)(C)(C)C.FC(F)(F)C(O)=O. The yield is 1.00. (4) The reactants are [O:1]1[C:10]2[C:5](=[CH:6][CH:7]=[CH:8][CH:9]=2)[CH:4]([CH2:11][NH2:12])[CH2:3][CH2:2]1.F[C:14]1[CH:22]=[N:21][CH:20]=[CH:19][C:15]=1[C:16]([OH:18])=[O:17]. No catalyst specified. The product is [O:1]1[C:10]2[C:5](=[CH:6][CH:7]=[CH:8][CH:9]=2)[CH:4]([CH2:11][NH:12][C:19]2[CH:20]=[N:21][CH:22]=[CH:14][C:15]=2[C:16]([OH:18])=[O:17])[CH2:3][CH2:2]1. The yield is 0.130.